This data is from Full USPTO retrosynthesis dataset with 1.9M reactions from patents (1976-2016). The task is: Predict the reactants needed to synthesize the given product. (1) Given the product [CH3:1][C:2]1[CH:7]=[CH:6][C:5]([S:8][C:9]2[CH:10]=[CH:11][C:12]([O:15][S:35]([CH2:34][C:28]3[CH:33]=[CH:32][CH:31]=[CH:30][CH:29]=3)(=[O:37])=[O:36])=[CH:13][CH:14]=2)=[C:4]([NH:16][C:17]2[C:26]3[C:21](=[N:22][C:23]([CH3:27])=[CH:24][CH:25]=3)[N:20]=[CH:19][CH:18]=2)[CH:3]=1, predict the reactants needed to synthesize it. The reactants are: [CH3:1][C:2]1[CH:7]=[CH:6][C:5]([S:8][C:9]2[CH:14]=[CH:13][C:12]([OH:15])=[CH:11][CH:10]=2)=[C:4]([NH:16][C:17]2[C:26]3[C:21](=[N:22][C:23]([CH3:27])=[CH:24][CH:25]=3)[N:20]=[CH:19][CH:18]=2)[CH:3]=1.[C:28]1([CH2:34][S:35](Cl)(=[O:37])=[O:36])[CH:33]=[CH:32][CH:31]=[CH:30][CH:29]=1. (2) The reactants are: [CH2:1]([C:3]1[CH:4]=[C:5]([NH:15][C:16]([NH:18][CH2:19][C@@H:20]2[CH2:25][CH2:24][CH2:23][N:22]([CH2:26][C:27]([C:29]3[CH:34]=[CH:33][C:32]([F:35])=[CH:31][CH:30]=3)=[O:28])[CH2:21]2)=[O:17])[CH:6]=[C:7]([C:9]2[N:13]([CH3:14])[N:12]=[N:11][N:10]=2)[CH:8]=1)[CH3:2].[BH4-].[Na+].O. Given the product [CH2:1]([C:3]1[CH:4]=[C:5]([NH:15][C:16]([NH:18][CH2:19][C@@H:20]2[CH2:25][CH2:24][CH2:23][N:22]([CH2:26][CH:27]([C:29]3[CH:30]=[CH:31][C:32]([F:35])=[CH:33][CH:34]=3)[OH:28])[CH2:21]2)=[O:17])[CH:6]=[C:7]([C:9]2[N:13]([CH3:14])[N:12]=[N:11][N:10]=2)[CH:8]=1)[CH3:2], predict the reactants needed to synthesize it. (3) Given the product [C:1]([O:4][C@H:5]1[CH2:22][CH2:21][C@@:20]2([CH3:23])[CH:7]([CH2:8][C:9](=[O:25])[C@@H:10]3[C@@H:19]2[CH2:18][CH2:17][C@@:15]2([CH3:16])[C@H:11]3[CH2:12][CH2:13][C:14]2=[O:24])[CH2:6]1)(=[O:3])[CH3:2], predict the reactants needed to synthesize it. The reactants are: [C:1]([O:4][C@H:5]1[CH2:22][CH2:21][C@@:20]2([CH3:23])[C:7](=[CH:8][C:9](=[O:25])[C@@H:10]3[C@@H:19]2[CH2:18][CH2:17][C@@:15]2([CH3:16])[C@H:11]3[CH2:12][CH2:13][C:14]2=[O:24])[CH2:6]1)(=[O:3])[CH3:2]. (4) Given the product [CH2:24]([O:26][C:27](=[O:45])[C:28]1[C:33]([NH:34][C:35]2[CH:40]=[CH:39][C:38]([Br:41])=[CH:37][C:36]=2[Cl:42])=[C:32]([Cl:43])[C:31]([Cl:44])=[N:30][CH:29]=1)[CH3:25].[CH2:24]([O:26][C:27](=[O:45])[C:28]1[C:33]([NH:34][C:35]2[CH:40]=[CH:39][C:38]([Br:41])=[CH:37][C:36]=2[Cl:42])=[C:32]([Cl:43])[C:31]([NH:22][NH2:23])=[N:30][CH:29]=1)[CH3:25], predict the reactants needed to synthesize it. The reactants are: BrC1C=CC(NC2C(C(O)=O)=CN=C(Cl)C=2Cl)=C(Cl)C=1.O.[NH2:22][NH2:23].[CH2:24]([O:26][C:27](=[O:45])[C:28]1[C:33]([NH:34][C:35]2[CH:40]=[CH:39][C:38]([Br:41])=[CH:37][C:36]=2[Cl:42])=[C:32]([Cl:43])[C:31]([Cl:44])=[N:30][CH:29]=1)[CH3:25]. (5) Given the product [CH2:1]([O:3][C:4](=[O:35])[C:5]([CH2:6][C:7]1[C:15]2[C:10](=[CH:11][N:12]=[C:13]([C:16]3[C:21]([CH2:22][CH3:23])=[CH:20][CH:19]=[CH:18][C:17]=3[CH2:24][CH3:25])[CH:14]=2)[N:9]([C:26]2[CH:27]=[CH:28][C:29]([CH:32]([CH3:34])[CH3:33])=[CH:30][CH:31]=2)[CH:8]=1)([CH2:44][CH3:45])[CH2:37][CH3:38])[CH3:2], predict the reactants needed to synthesize it. The reactants are: [CH2:1]([O:3][C:4](=[O:35])[CH2:5][CH2:6][C:7]1[C:15]2[C:10](=[CH:11][N:12]=[C:13]([C:16]3[C:21]([CH2:22][CH3:23])=[CH:20][CH:19]=[CH:18][C:17]=3[CH2:24][CH3:25])[CH:14]=2)[N:9]([C:26]2[CH:31]=[CH:30][C:29]([CH:32]([CH3:34])[CH3:33])=[CH:28][CH:27]=2)[CH:8]=1)[CH3:2].[Li+].[CH3:37][CH:38]([N-]C(C)C)C.[CH2:44]1COC[CH2:45]1.C(C1C=CC=CC=1)C.ICC.[NH4+].[Cl-]. (6) The reactants are: [CH3:1][O:2][C:3]1[CH:4]=[C:5]2[C:9](=[CH:10][C:11]=1[O:12][CH3:13])[N:8]([CH2:14][CH2:15][CH2:16][N:17]1[CH2:23][CH2:22][CH2:21][N:20]([CH3:24])[CH2:19][CH2:18]1)[CH:7]=[C:6]2[C:25]1[NH:33][C:28]2=[N:29][CH:30]=[CH:31][CH:32]=[C:27]2[CH:26]=1.[F:34][C:35]([F:40])([F:39])[C:36]([OH:38])=[O:37].COC1C=C2C(=CC=1OC)N(CCCN1CCCN(C)CC1)C=C2C1N(S(C2C=CC(C)=CC=2)(=O)=O)C2=NC=CC=C2C=1. Given the product [F:34][C:35]([F:40])([F:39])[C:36]([OH:38])=[O:37].[CH3:1][O:2][C:3]1[CH:4]=[C:5]2[C:9](=[CH:10][C:11]=1[O:12][CH3:13])[N:8]([CH2:14][CH2:15][CH2:16][N:17]1[CH2:23][CH2:22][CH2:21][N:20]([CH3:24])[CH2:19][CH2:18]1)[CH:7]=[C:6]2[C:25]1[NH:33][C:28]2=[N:29][CH:30]=[CH:31][CH:32]=[C:27]2[CH:26]=1, predict the reactants needed to synthesize it. (7) Given the product [CH3:4][C:1]([CH3:3])([CH2:2][CH3:19])[C:5]([CH2:11][CH2:12][CH3:13])([OH:14])[C:6]#[C:7][CH:8]([OH:10])[CH3:9], predict the reactants needed to synthesize it. The reactants are: [C:1]([C:5]([OH:14])([CH2:11][CH2:12][CH3:13])[C:6]#[C:7][CH:8]([OH:10])[CH3:9])([CH3:4])([CH3:3])[CH3:2].[Cl-].[Cl-].[Cl-].[Ce+3].[CH3:19]C(C)(C(=O)CCC)CC.CC(O)C#C.C([Mg]Cl)C. (8) The reactants are: [Cl:1][C:2]1[CH:7]=[CH:6][CH:5]=[CH:4][C:3]=1[N:8]1[C:17](=[O:18])[C:16]2[C:11](=[N:12][C:13](S(C)=O)=[N:14][CH:15]=2)[N:10]2[CH:22]=[CH:23][N:24]=[C:9]12.[NH2:25][C:26]1[CH:35]=[C:34]2[C:29]([CH2:30][CH2:31][N:32]([C:36]([O:38][C:39]([CH3:42])([CH3:41])[CH3:40])=[O:37])[CH2:33]2)=[CH:28][CH:27]=1. Given the product [Cl:1][C:2]1[CH:7]=[CH:6][CH:5]=[CH:4][C:3]=1[N:8]1[C:17](=[O:18])[C:16]2[CH:15]=[N:14][C:13]([NH:25][C:26]3[CH:35]=[C:34]4[C:29]([CH2:30][CH2:31][N:32]([C:36]([O:38][C:39]([CH3:42])([CH3:41])[CH3:40])=[O:37])[CH2:33]4)=[CH:28][CH:27]=3)=[N:12][C:11]=2[N:10]2[CH:22]=[CH:23][N:24]=[C:9]12, predict the reactants needed to synthesize it. (9) Given the product [CH3:12][O:11][C:8]1[CH:9]=[CH:10][C:5]([C:3]2[N:16]=[C:13]([CH3:14])[S:15][CH:2]=2)=[CH:6][CH:7]=1, predict the reactants needed to synthesize it. The reactants are: Br[CH2:2][C:3]([C:5]1[CH:10]=[CH:9][C:8]([O:11][CH3:12])=[CH:7][CH:6]=1)=O.[C:13]([NH2:16])(=[S:15])[CH3:14]. (10) The reactants are: [CH2:1]([O:8][C:9]([N:11]1[CH2:17][CH:16]2[CH:18]([C:19]3[CH:24]=[CH:23][CH:22]=[C:21]([OH:25])[CH:20]=3)[CH:13]([CH2:14][CH2:15]2)[CH2:12]1)=[O:10])[C:2]1[CH:7]=[CH:6][CH:5]=[CH:4][CH:3]=1.C(N(CC)CC)C.C1C=CC(N([S:40]([C:43]([F:46])([F:45])[F:44])(=[O:42])=[O:41])[S:40]([C:43]([F:46])([F:45])[F:44])(=[O:42])=[O:41])=CC=1. Given the product [CH2:1]([O:8][C:9]([N:11]1[CH2:12][CH:13]2[CH:18]([C:19]3[CH:24]=[CH:23][CH:22]=[C:21]([O:25][S:40]([C:43]([F:46])([F:45])[F:44])(=[O:42])=[O:41])[CH:20]=3)[CH:16]([CH2:15][CH2:14]2)[CH2:17]1)=[O:10])[C:2]1[CH:3]=[CH:4][CH:5]=[CH:6][CH:7]=1, predict the reactants needed to synthesize it.